Dataset: Forward reaction prediction with 1.9M reactions from USPTO patents (1976-2016). Task: Predict the product of the given reaction. Given the reactants [CH3:1][O:2][C:3]([C:5]1[CH:10]=[CH:9][C:8]([C:11]2[CH:16]=[CH:15][C:14]([N:17]3[CH2:22][CH2:21][N:20](C(OC(C)(C)C)=O)[CH2:19][CH2:18]3)=[CH:13][CH:12]=2)=[CH:7][CH:6]=1)=[O:4].C1(OC)C=CC=CC=1.[F:38][C:39]([F:44])([F:43])[C:40]([OH:42])=[O:41].O, predict the reaction product. The product is: [F:38][C:39]([F:44])([F:43])[C:40]([OH:42])=[O:41].[N:17]1([C:14]2[CH:13]=[CH:12][C:11]([C:8]3[CH:9]=[CH:10][C:5]([C:3]([O:2][CH3:1])=[O:4])=[CH:6][CH:7]=3)=[CH:16][CH:15]=2)[CH2:18][CH2:19][NH:20][CH2:21][CH2:22]1.